This data is from Full USPTO retrosynthesis dataset with 1.9M reactions from patents (1976-2016). The task is: Predict the reactants needed to synthesize the given product. (1) Given the product [Cl:20][CH2:19][CH2:18][CH2:17][O:1][C:2]1[CH:7]=[CH:6][C:5]([C:8]2[CH:13]=[N:12][N:11]([CH3:14])[C:10](=[O:15])[CH:9]=2)=[CH:4][CH:3]=1, predict the reactants needed to synthesize it. The reactants are: [OH:1][C:2]1[CH:7]=[CH:6][C:5]([C:8]2[CH:13]=[N:12][N:11]([CH3:14])[C:10](=[O:15])[CH:9]=2)=[CH:4][CH:3]=1.Br[CH2:17][CH2:18][CH2:19][Cl:20]. (2) Given the product [CH2:16]([O:15][C:12]1[CH:11]=[CH:10][C:9]([S:6]([C:5]2([C:4]([O:3][CH2:1][CH3:2])=[O:20])[CH2:34][CH2:33][N:29]([CH2:28][C:24]3[CH:23]=[N:22][CH:27]=[CH:26][CH:25]=3)[CH2:30][CH2:31]2)(=[O:7])=[O:8])=[CH:14][CH:13]=1)[C:17]#[C:18][CH3:19], predict the reactants needed to synthesize it. The reactants are: [CH2:1]([O:3][C:4](=[O:20])[CH2:5][S:6]([C:9]1[CH:14]=[CH:13][C:12]([O:15][CH2:16][C:17]#[C:18][CH3:19])=[CH:11][CH:10]=1)(=[O:8])=[O:7])[CH3:2].Cl.[N:22]1[CH:27]=[CH:26][CH:25]=[C:24]([CH2:28][N:29]([CH2:33][CH2:34]Cl)[CH2:30][CH2:31]Cl)[CH:23]=1.